This data is from Forward reaction prediction with 1.9M reactions from USPTO patents (1976-2016). The task is: Predict the product of the given reaction. (1) Given the reactants C([Li])(C)(C)C.I[C:7](=[CH2:16])[CH2:8][C@@H:9]1[CH2:13][O:12][C:11]([CH3:15])([CH3:14])[O:10]1.[S:17](Cl)([Cl:20])(=[O:19])=[O:18], predict the reaction product. The product is: [CH3:14][C:11]1([CH3:15])[O:10][C@H:9]([CH2:8][C:7]([S:17]([Cl:20])(=[O:19])=[O:18])=[CH2:16])[CH2:13][O:12]1. (2) Given the reactants [N:1]1[CH:6]=[CH:5][C:4]([CH2:7][C:8]([O:10][CH2:11][CH3:12])=[O:9])=[CH:3][CH:2]=1.C[Si]([N-][Si](C)(C)C)(C)C.[Na+].Cl[CH:24]([C:44]1[CH:49]=[CH:48][C:47]([Cl:50])=[CH:46][CH:45]=1)[C:25]1[CH:26]=[C:27]([C:31]2[CH:32]=[C:33]([CH:41]([CH3:43])[CH3:42])[CH:34]=[C:35]3[C:40]=2[N:39]=[CH:38][CH:37]=[CH:36]3)[CH:28]=[CH:29][CH:30]=1, predict the reaction product. The product is: [CH2:11]([O:10][C:8](=[O:9])[CH:7]([C:4]1[CH:5]=[CH:6][N:1]=[CH:2][CH:3]=1)[CH:24]([C:44]1[CH:49]=[CH:48][C:47]([Cl:50])=[CH:46][CH:45]=1)[C:25]1[CH:30]=[CH:29][CH:28]=[C:27]([C:31]2[CH:32]=[C:33]([CH:41]([CH3:43])[CH3:42])[CH:34]=[C:35]3[C:40]=2[N:39]=[CH:38][CH:37]=[CH:36]3)[CH:26]=1)[CH3:12]. (3) The product is: [NH2:4][C:5]1[N:10]=[C:9]([CH:11]2[CH2:13][CH2:12]2)[N:8]=[C:7]([C:14]([O:16][CH3:17])=[O:15])[C:6]=1[Cl:19]. Given the reactants C[O-].[Na+].[NH2:4][C:5]1[N:10]=[C:9]([CH:11]2[CH2:13][CH2:12]2)[N:8]=[C:7]([C:14]([O:16][CH2:17]C)=[O:15])[C:6]=1[Cl:19].Cl.[Cl-].[NH4+], predict the reaction product. (4) Given the reactants C([O:3][C:4]([C:6]1[CH:7]=[N:8][N:9]([C:11]2[NH:15][C:14]3[CH:16]=[C:17]([F:21])[CH:18]=[C:19]([Br:20])[C:13]=3[N:12]=2)[CH:10]=1)=[O:5])C.[Li+].[OH-].C1COCC1, predict the reaction product. The product is: [Br:20][C:19]1[C:13]2[N:12]=[C:11]([N:9]3[CH:10]=[C:6]([C:4]([OH:5])=[O:3])[CH:7]=[N:8]3)[NH:15][C:14]=2[CH:16]=[C:17]([F:21])[CH:18]=1. (5) Given the reactants C([Si](C)(C)[O:6][CH2:7][C:8]([N:11]1[C:19]2[C:18]([F:20])=[CH:17][N:16]=[CH:15][C:14]=2[C:13]([C:21]([C:23]2[CH:24]=[C:25]([NH:29][C:30](=[O:40])[CH2:31][N:32]3[CH:36]=[CH:35][C:34]([CH:37]4[CH2:39][CH2:38]4)=[N:33]3)[CH:26]=[N:27][CH:28]=2)=[O:22])=[CH:12]1)([CH3:10])[CH3:9])(C)(C)C, predict the reaction product. The product is: [CH:37]1([C:34]2[CH:35]=[CH:36][N:32]([CH2:31][C:30]([NH:29][C:25]3[CH:26]=[N:27][CH:28]=[C:23]([C:21]([C:13]4[C:14]5[CH:15]=[N:16][CH:17]=[C:18]([F:20])[C:19]=5[N:11]([C:8]([CH3:10])([CH3:9])[CH2:7][OH:6])[CH:12]=4)=[O:22])[CH:24]=3)=[O:40])[N:33]=2)[CH2:38][CH2:39]1. (6) The product is: [CH:1]1([CH:6]([C:8]2[CH:13]=[CH:12][C:11]([C:14]([F:17])([F:16])[F:15])=[CH:10][CH:9]=2)[NH:39][CH2:38][C:37]2[CH:36]=[CH:35][C:34]([C:32]3[O:31][N:30]=[C:29]([CH2:18][CH2:19][CH2:20][CH2:21][CH2:22][CH2:23][CH2:24][CH2:25][CH2:26][CH2:27][CH3:28])[N:33]=3)=[CH:41][CH:40]=2)[CH2:5][CH2:4][CH2:3][CH2:2]1. Given the reactants [CH:1]1([C:6]([C:8]2[CH:13]=[CH:12][C:11]([C:14]([F:17])([F:16])[F:15])=[CH:10][CH:9]=2)=O)[CH2:5][CH2:4][CH2:3][CH2:2]1.[CH2:18]([C:29]1[N:33]=[C:32]([C:34]2[CH:41]=[CH:40][C:37]([CH2:38][NH2:39])=[CH:36][CH:35]=2)[O:31][N:30]=1)[CH2:19][CH2:20][CH2:21][CH2:22][CH2:23][CH2:24][CH2:25][CH2:26][CH2:27][CH3:28], predict the reaction product. (7) Given the reactants [CH:1]([CH:3]1[CH2:6][N:5]([C:7]([O:9][C:10]([CH3:13])([CH3:12])[CH3:11])=[O:8])[CH2:4]1)=[CH2:2].CC[C@H]1[C@H]2C[C@H]([C@H](OC3C4C(=CC=CC=4)C(O[C@H](C4C=CN=C5C=4C=C(OC)C=C5)[C@@H]4N5C[C@H](CC)[C@@H](CC5)C4)=NN=3)C3C=CN=C4C=3C=C([O:35]C)C=C4)N(CC2)C1.[OH2:72], predict the reaction product. The product is: [OH:72][C@@H:1]([CH:3]1[CH2:6][N:5]([C:7]([O:9][C:10]([CH3:13])([CH3:12])[CH3:11])=[O:8])[CH2:4]1)[CH2:2][OH:35].